Dataset: Reaction yield outcomes from USPTO patents with 853,638 reactions. Task: Predict the reaction yield, written as a fraction of the theoretical maximum amount of product (1.0 means a 100% yield; for example, 0.34 means a 34% yield). (1) The reactants are [F:1][C:2]1[CH:7]=[CH:6][C:5]([C:8](=[O:10])[CH3:9])=[CH:4][CH:3]=1.[Li+].CC([N-]C(C)C)C.[C:19]([O:23][C:24]([N:26]1[CH2:31][CH2:30][CH:29]([C:32](O)=[O:33])[CH2:28][CH2:27]1)=[O:25])([CH3:22])([CH3:21])[CH3:20].C1N=CN(C(N2C=NC=C2)=O)C=1. The catalyst is C1COCC1. The product is [F:1][C:2]1[CH:7]=[CH:6][C:5]([C:8](=[O:10])[CH2:9][C:32]([CH:29]2[CH2:30][CH2:31][N:26]([C:24]([O:23][C:19]([CH3:22])([CH3:21])[CH3:20])=[O:25])[CH2:27][CH2:28]2)=[O:33])=[CH:4][CH:3]=1. The yield is 0.790. (2) The reactants are C(C1C(=O)C(Cl)=C(Cl)C(=O)C=1C#N)#N.[F:15][C:16]1[CH:25]=[C:24]2[C:19]([CH2:20][CH2:21][C:22](=[O:26])[NH:23]2)=[CH:18][CH:17]=1. The catalyst is O1CCOCC1. The product is [F:15][C:16]1[CH:25]=[C:24]2[C:19]([CH:20]=[CH:21][C:22](=[O:26])[NH:23]2)=[CH:18][CH:17]=1. The yield is 0.180. (3) The reactants are C([N:8]1[CH2:14][C:13]2[N:15]=[CH:16][C:17]([N:19]3[CH2:24][CH2:23][O:22][CH2:21][CH2:20]3)=[N:18][C:12]=2[O:11][CH2:10][CH2:9]1)C1C=CC=CC=1. The catalyst is [OH-].[OH-].[Pd+2].CO. The product is [N:19]1([C:17]2[CH:16]=[N:15][C:13]3[CH2:14][NH:8][CH2:9][CH2:10][O:11][C:12]=3[N:18]=2)[CH2:20][CH2:21][O:22][CH2:23][CH2:24]1. The yield is 0.290. (4) The reactants are [C:1]([O:7][CH2:8][CH3:9])(=[O:6])[CH2:2][C:3]([CH3:5])=O.[F:10][C:11]1[C:18]([F:19])=[CH:17][CH:16]=[CH:15][C:12]=1[CH:13]=O.[NH4+:20].[OH-:21]. The catalyst is CCO.C(Cl)Cl. The product is [F:10][C:11]1[C:18]([F:19])=[CH:17][CH:16]=[CH:15][C:12]=1[CH:13]1[C:2]([C:1]([O:7][CH2:8][CH3:9])=[O:6])=[C:3]([CH3:5])[NH:20][C:3]([CH3:5])=[C:2]1[C:1]([O:7][CH2:8][CH3:9])=[O:21]. The yield is 0.690.